Dataset: Peptide-MHC class II binding affinity with 134,281 pairs from IEDB. Task: Regression. Given a peptide amino acid sequence and an MHC pseudo amino acid sequence, predict their binding affinity value. This is MHC class II binding data. (1) The binding affinity (normalized) is 0.278. The peptide sequence is SSMVEAMVSRARIDA. The MHC is DRB1_0701 with pseudo-sequence DRB1_0701. (2) The peptide sequence is SLRETACLGKAYAQMWT. The MHC is DRB1_0404 with pseudo-sequence DRB1_0404. The binding affinity (normalized) is 0.565. (3) The MHC is DRB5_0101 with pseudo-sequence DRB5_0101. The peptide sequence is KYNLNRAMMLDDLTM. The binding affinity (normalized) is 0.475. (4) The peptide sequence is EGATPEAKYDAYVAT. The MHC is DRB1_0101 with pseudo-sequence DRB1_0101. The binding affinity (normalized) is 0.244. (5) The peptide sequence is VRKVCYNAVLTHVKI. The MHC is DRB4_0103 with pseudo-sequence DRB4_0103. The binding affinity (normalized) is 0.733.